This data is from Full USPTO retrosynthesis dataset with 1.9M reactions from patents (1976-2016). The task is: Predict the reactants needed to synthesize the given product. (1) The reactants are: [CH3:1][C:2]([O:5][C:6](=[O:26])[NH:7][CH2:8][CH2:9][C@@H:10]([O:16][C:17]1[CH:22]=[C:21]([Cl:23])[CH:20]=[CH:19][C:18]=1[C:24]#[N:25])[C:11]1[S:12][CH:13]=[CH:14][N:15]=1)([CH3:4])[CH3:3].[H-].[Na+].IC.[C:31](OCC)(=O)C. Given the product [CH3:4][C:2]([O:5][C:6](=[O:26])[N:7]([CH2:8][CH2:9][C@@H:10]([O:16][C:17]1[CH:22]=[C:21]([Cl:23])[CH:20]=[CH:19][C:18]=1[C:24]#[N:25])[C:11]1[S:12][CH:13]=[CH:14][N:15]=1)[CH3:31])([CH3:1])[CH3:3], predict the reactants needed to synthesize it. (2) Given the product [CH2:19]([O:18][N:10]1[C:11]2[N:12]=[CH:13][N:14]=[C:15]([CH3:17])[C:16]=2[C:7]([NH:6][CH2:5][C:4]2[CH:3]=[C:2]([N:1]([S:31]([CH3:30])(=[O:33])=[O:32])[S:31]([CH3:30])(=[O:33])=[O:32])[CH:29]=[CH:28][CH:27]=2)=[CH:8][C:9]1=[O:26])[C:20]1[CH:21]=[CH:22][CH:23]=[CH:24][CH:25]=1, predict the reactants needed to synthesize it. The reactants are: [NH2:1][C:2]1[CH:3]=[C:4]([CH:27]=[CH:28][CH:29]=1)[CH2:5][NH:6][C:7]1[C:16]2[C:15]([CH3:17])=[N:14][CH:13]=[N:12][C:11]=2[N:10]([O:18][CH2:19][C:20]2[CH:25]=[CH:24][CH:23]=[CH:22][CH:21]=2)[C:9](=[O:26])[CH:8]=1.[CH3:30][S:31](Cl)(=[O:33])=[O:32].C(Cl)(Cl)Cl.C(=O)(O)[O-].[Na+]. (3) Given the product [CH2:1]1[CH2:10][O:9][C:8]2[CH:7]=[CH:6][C:5]([NH:11][C:12]3[N:17]=[C:16]([NH:18][C:19]4[CH:24]=[CH:23][C:22]5[O:25][CH2:26][CH2:27][O:28][C:21]=5[CH:20]=4)[C:15]([C:29]4[CH:34]=[CH:33][C:32]([Cl:64])=[CH:31][CH:30]=4)=[CH:14][N:13]=3)=[CH:4][C:3]=2[O:2]1, predict the reactants needed to synthesize it. The reactants are: [CH2:1]1[CH2:10][O:9][C:8]2[CH:7]=[CH:6][C:5]([NH:11][C:12]3[N:17]=[C:16]([NH:18][C:19]4[CH:24]=[CH:23][C:22]5[O:25][CH2:26][CH2:27][O:28][C:21]=5[CH:20]=4)[C:15]([C:29]4[CH:34]=[CH:33][CH:32]=[CH:31][CH:30]=4)=[CH:14][N:13]=3)=[CH:4][C:3]=2[O:2]1.C1COC2C=CC(NC3N=C(NC4C=CC5OCCOC=5C=4)C(Br)=CN=3)=CC=2O1.[Cl:64]C1C=CC(B(O)O)=CC=1. (4) Given the product [C:16]([C:12]1[C:11](=[N:18][C:24](=[O:26])[CH3:25])[N:10]([CH2:19][CH:20]([CH3:23])[CH2:21][CH3:22])[C:9]([C:3]2[CH:4]=[CH:5][C:6]([F:8])=[CH:7][C:2]=2[F:1])=[C:14]([CH3:15])[N:13]=1)#[N:17], predict the reactants needed to synthesize it. The reactants are: [F:1][C:2]1[CH:7]=[C:6]([F:8])[CH:5]=[CH:4][C:3]=1[C:9]1[N:10]([CH2:19][CH:20]([CH3:23])[CH2:21][CH3:22])[C:11](=[NH:18])[C:12]([C:16]#[N:17])=[N:13][C:14]=1[CH3:15].[C:24](OC(=O)C)(=[O:26])[CH3:25]. (5) Given the product [C:1]([C:4]1[CH:5]=[CH:6][C:7]([C:8]([NH:17][CH2:16][CH:15]2[CH2:21][CH2:20][CH2:13][C:14]2([CH3:19])[CH3:18])=[O:10])=[CH:11][CH:12]=1)(=[O:3])[CH3:2], predict the reactants needed to synthesize it. The reactants are: [C:1]([C:4]1[CH:12]=[CH:11][C:7]([C:8]([OH:10])=O)=[CH:6][CH:5]=1)(=[O:3])[CH3:2].[CH3:13][C:14]([CH3:19])([CH3:18])[CH2:15][CH2:16][NH2:17].[CH2:20](N(CC)CC)[CH3:21].Cl.CN(C)CCCN=C=NCC. (6) Given the product [O:6]1[CH2:10][CH2:9][CH:8]([NH:11][N:12]=[CH:13][C:14](=[O:15])[CH3:16])[CH2:7]1, predict the reactants needed to synthesize it. The reactants are: C(O)(=O)C.Cl.[O:6]1[CH2:10][CH2:9][CH:8]([NH:11][NH2:12])[CH2:7]1.[CH:13](=O)[C:14]([CH3:16])=[O:15].[Na+].[Cl-]. (7) Given the product [NH2:25][C@H:22]([CH2:23][CH3:24])[C:20]([NH:19][C:16]1[CH:17]=[N:18][C:13]([O:12][C:8]2[C:7]3[C:3]([CH2:1][CH3:2])=[N:4][O:5][C:6]=3[CH:11]=[CH:10][CH:9]=2)=[CH:14][CH:15]=1)=[O:21], predict the reactants needed to synthesize it. The reactants are: [CH2:1]([C:3]1[C:7]2[C:8]([O:12][C:13]3[N:18]=[CH:17][C:16]([NH:19][C:20]([C@H:22]([NH:25]C(=O)OC(C)(C)C)[CH2:23][CH3:24])=[O:21])=[CH:15][CH:14]=3)=[CH:9][CH:10]=[CH:11][C:6]=2[O:5][N:4]=1)[CH3:2].C(O)(C(F)(F)F)=O. (8) Given the product [ClH:10].[CH3:11][O:12][C:13]1[CH:14]=[C:15]([C:21]2[C@@H:30]3[C@@H:25]([CH2:26][CH:27]=[CH:28][CH2:29]3)[C:24](=[O:31])[N:23]([CH:32]3[CH2:33][CH2:34][N:35]([CH2:38][CH2:39][C:48]4[CH:47]=[CH:42][CH:43]=[CH:44][CH:45]=4)[CH2:36][CH2:37]3)[N:22]=2)[CH:16]=[CH:17][C:18]=1[O:19][CH3:20], predict the reactants needed to synthesize it. The reactants are: BrCCC1C=CC=CC=1.[ClH:10].[CH3:11][O:12][C:13]1[CH:14]=[C:15]([C:21]2[C@@H:30]3[C@@H:25]([CH2:26][CH:27]=[CH:28][CH2:29]3)[C:24](=[O:31])[N:23]([CH:32]3[CH2:37][CH2:36][N:35]([CH2:38][C:39]4[CH:48]=[C:47]5[C:42]([CH:43]=[CH:44][C:45](=O)O5)=CC=4)[CH2:34][CH2:33]3)[N:22]=2)[CH:16]=[CH:17][C:18]=1[O:19][CH3:20].